From a dataset of Full USPTO retrosynthesis dataset with 1.9M reactions from patents (1976-2016). Predict the reactants needed to synthesize the given product. (1) Given the product [Br:1][C:2]1[N:6]([CH:7]([CH3:9])[CH3:8])[C:5]2[CH:10]([C:11]3[CH:12]=[CH:13][C:14]([Cl:17])=[CH:15][CH:16]=3)[N:18]([C:19]3[CH:24]=[CH:23][C:22]([F:25])=[C:21]([Cl:26])[CH:20]=3)[C:27](=[O:28])[C:4]=2[CH:3]=1, predict the reactants needed to synthesize it. The reactants are: [Br:1][C:2]1[N:6]([CH:7]([CH3:9])[CH3:8])[C:5]([CH:10]([NH:18][C:19]2[CH:24]=[CH:23][C:22]([F:25])=[C:21]([Cl:26])[CH:20]=2)[C:11]2[CH:16]=[CH:15][C:14]([Cl:17])=[CH:13][CH:12]=2)=[C:4]([C:27](O)=[O:28])[CH:3]=1.CN(C(ON1N=NC2C=CC=NC1=2)=[N+](C)C)C.F[P-](F)(F)(F)(F)F.CN1CCOCC1. (2) Given the product [Cl:1][C:2]1[CH:8]=[CH:7][CH:6]=[C:5]([F:9])[C:3]=1[NH:4][C:19]1[CH:24]=[CH:23][C:22]([CH3:25])=[CH:21][CH:20]=1, predict the reactants needed to synthesize it. The reactants are: [Cl:1][C:2]1[CH:8]=[CH:7][CH:6]=[C:5]([F:9])[C:3]=1[NH2:4].ClC1C=CC=CC=1.CO[C:19]1[CH2:24][CH:23]=[C:22]([CH3:25])[CH2:21][CH:20]=1.II. (3) Given the product [Cl:44][C:42]1[CH:41]=[CH:40][C:39]([N:45]2[CH:49]=[N:48][N:47]=[N:46]2)=[C:38]([C:33]2[CH:32]=[C:31]3[N:36]([C@H:28]([C:26]4[NH:27][C:23]([C:20]5[CH:19]=[CH:18][C:17]([NH:16][CH:1]=[O:3])=[CH:22][CH:21]=5)=[CH:24][N:25]=4)[CH2:29][CH2:30]3)[C:35](=[O:37])[CH:34]=2)[CH:43]=1, predict the reactants needed to synthesize it. The reactants are: [C:1](OC(=O)C)(=[O:3])C.C(O)=O.O1CCCC1.[NH2:16][C:17]1[CH:22]=[CH:21][C:20]([C:23]2[NH:27][C:26]([C@H:28]3[N:36]4[C:31](=[CH:32][C:33]([C:38]5[CH:43]=[C:42]([Cl:44])[CH:41]=[CH:40][C:39]=5[N:45]5[CH:49]=[N:48][N:47]=[N:46]5)=[CH:34][C:35]4=[O:37])[CH2:30][CH2:29]3)=[N:25][CH:24]=2)=[CH:19][CH:18]=1. (4) Given the product [Si:14]([O:7][CH2:6][CH2:5][C:2]([CH3:8])([CH3:1])[CH2:3][OH:4])([C:17]([CH3:20])([CH3:19])[CH3:18])([CH3:16])[CH3:15], predict the reactants needed to synthesize it. The reactants are: [CH3:1][C:2]([CH3:8])([CH2:5][CH2:6][OH:7])[CH2:3][OH:4].N1C=CN=C1.[Si:14](Cl)([C:17]([CH3:20])([CH3:19])[CH3:18])([CH3:16])[CH3:15].